This data is from Peptide-MHC class I binding affinity with 185,985 pairs from IEDB/IMGT. The task is: Regression. Given a peptide amino acid sequence and an MHC pseudo amino acid sequence, predict their binding affinity value. This is MHC class I binding data. (1) The peptide sequence is VEITPYKPTW. The MHC is HLA-A68:02 with pseudo-sequence HLA-A68:02. The binding affinity (normalized) is 0.0588. (2) The peptide sequence is SLLFKTSVGV. The MHC is HLA-A02:17 with pseudo-sequence HLA-A02:17. The binding affinity (normalized) is 0.443. (3) The peptide sequence is PYPQPQPQY. The MHC is HLA-A24:02 with pseudo-sequence HLA-A24:02. The binding affinity (normalized) is 0. (4) The peptide sequence is KAFGLYKSI. The MHC is HLA-B07:02 with pseudo-sequence HLA-B07:02. The binding affinity (normalized) is 0.